This data is from Catalyst prediction with 721,799 reactions and 888 catalyst types from USPTO. The task is: Predict which catalyst facilitates the given reaction. (1) Reactant: [NH2:1][C:2]1[CH:7]=[C:6]([CH3:8])[CH:5]=[CH:4][C:3]=1[CH2:9][OH:10].[C:11](O[C:11]([O:13][C:14]([CH3:17])([CH3:16])[CH3:15])=[O:12])([O:13][C:14]([CH3:17])([CH3:16])[CH3:15])=[O:12]. Product: [C:14]([O:13][C:11](=[O:12])[NH:1][C:2]1[CH:7]=[C:6]([CH3:8])[CH:5]=[CH:4][C:3]=1[CH2:9][OH:10])([CH3:17])([CH3:16])[CH3:15]. The catalyst class is: 1. (2) Reactant: Cl[C:2]1[C:11]2[C:6](=[CH:7][C:8]([O:14][CH3:15])=[C:9]([O:12][CH3:13])[CH:10]=2)[N:5]=[CH:4][N:3]=1.[Cl:16][C:17]1[CH:18]=[C:19]([CH:21]=[CH:22][C:23]=1[O:24][CH2:25][C:26]1[CH:31]=[CH:30][CH:29]=[C:28]([F:32])[CH:27]=1)[NH2:20]. Product: [Cl:16][C:17]1[CH:18]=[C:19]([NH:20][C:2]2[C:11]3[C:6](=[CH:7][C:8]([O:14][CH3:15])=[C:9]([O:12][CH3:13])[CH:10]=3)[N:5]=[CH:4][N:3]=2)[CH:21]=[CH:22][C:23]=1[O:24][CH2:25][C:26]1[CH:31]=[CH:30][CH:29]=[C:28]([F:32])[CH:27]=1. The catalyst class is: 32. (3) Reactant: [CH:1]1([C:5]2[C:13]([C:14]3[NH:18][C:17]([O:19][CH3:20])=[N:16][N:15]=3)=[CH:12][C:8]([C:9]([OH:11])=O)=[C:7]([CH3:21])[CH:6]=2)[CH2:4][CH2:3][CH2:2]1.CC(N(C)C)=O.C1C=CC2N(O)N=NC=2C=1.CCN=C=NCCCN(C)C.Cl.[NH:50]1[CH2:55][CH2:54][CH:53]([C:56]2[CH:63]=[CH:62][C:59]([C:60]#[N:61])=[CH:58][CH:57]=2)[CH2:52][CH2:51]1. The catalyst class is: 42. Product: [CH:1]1([C:5]2[C:13]([C:14]3[NH:18][C:17]([O:19][CH3:20])=[N:16][N:15]=3)=[CH:12][C:8]([C:9]([N:50]3[CH2:55][CH2:54][CH:53]([C:56]4[CH:63]=[CH:62][C:59]([C:60]#[N:61])=[CH:58][CH:57]=4)[CH2:52][CH2:51]3)=[O:11])=[C:7]([CH3:21])[CH:6]=2)[CH2:2][CH2:3][CH2:4]1. (4) Reactant: [NH:1]1[C:5]([N:6]2[CH2:11][CH2:10][CH:9]([CH2:12][CH2:13][CH2:14][O:15][C:16]3[CH:17]=[C:18]4[C:23](=[CH:24][CH:25]=3)[CH2:22][N:21]([S:26]([CH3:29])(=[O:28])=[O:27])[CH2:20][CH2:19]4)[CH2:8][CH2:7]2)=[N:4][N:3]=[N:2]1.CI.[C:32]([O-])([O-])=O.[K+].[K+]. Product: [CH3:32][N:3]1[N:2]=[N:1][C:5]([N:6]2[CH2:11][CH2:10][CH:9]([CH2:12][CH2:13][CH2:14][O:15][C:16]3[CH:17]=[C:18]4[C:23](=[CH:24][CH:25]=3)[CH2:22][N:21]([S:26]([CH3:29])(=[O:28])=[O:27])[CH2:20][CH2:19]4)[CH2:8][CH2:7]2)=[N:4]1.[CH3:32][N:4]1[C:5]([N:6]2[CH2:11][CH2:10][CH:9]([CH2:12][CH2:13][CH2:14][O:15][C:16]3[CH:17]=[C:18]4[C:23](=[CH:24][CH:25]=3)[CH2:22][N:21]([S:26]([CH3:29])(=[O:28])=[O:27])[CH2:20][CH2:19]4)[CH2:8][CH2:7]2)=[N:1][N:2]=[N:3]1. The catalyst class is: 3. (5) Reactant: [N:1]1[CH:6]=[CH:5][CH:4]=[C:3]([C:7]2[CH:8]=[C:9]3[CH2:15][CH2:14][NH:13][C:10]3=[N:11][CH:12]=2)[CH:2]=1.[C:16]([N:24]=C=O)(=[O:23])C1C=CC=CC=1.C([O-])([O-])=O.[K+].[K+].CS(C)=O. Product: [N:1]1[CH:6]=[CH:5][CH:4]=[C:3]([C:7]2[CH:8]=[C:9]3[CH2:15][CH2:14][N:13]([C:16]([NH2:24])=[O:23])[C:10]3=[N:11][CH:12]=2)[CH:2]=1. The catalyst class is: 91.